Dataset: Forward reaction prediction with 1.9M reactions from USPTO patents (1976-2016). Task: Predict the product of the given reaction. (1) Given the reactants [CH2:1]([O:3][C:4]([C:6]1[N:11]=[C:10](Br)[C:9]2[N:13]=[C:14]([C:16]([CH3:19])([CH3:18])[CH3:17])[S:15][C:8]=2[C:7]=1[OH:20])=[O:5])[CH3:2].C([Sn](CCCC)(CCCC)[C:26]1[CH:31]=[CH:30][CH:29]=[CH:28][CH:27]=1)CCC, predict the reaction product. The product is: [CH2:1]([O:3][C:4]([C:6]1[N:11]=[C:10]([C:26]2[CH:31]=[CH:30][CH:29]=[CH:28][CH:27]=2)[C:9]2[N:13]=[C:14]([C:16]([CH3:19])([CH3:18])[CH3:17])[S:15][C:8]=2[C:7]=1[OH:20])=[O:5])[CH3:2]. (2) Given the reactants [C:1]1([S:7]([C:10]2[C:18]3[C:13](=[CH:14][CH:15]=[C:16]([O:19][CH2:20][CH2:21]OS(C4C=CC(C)=CC=4)(=O)=O)[CH:17]=3)[NH:12][N:11]=2)(=[O:9])=[O:8])[CH:6]=[CH:5][CH:4]=[CH:3][CH:2]=1.[CH2:33]([NH2:37])[CH2:34][CH2:35][CH3:36], predict the reaction product. The product is: [C:1]1([S:7]([C:10]2[C:18]3[C:13](=[CH:14][CH:15]=[C:16]([O:19][CH2:20][CH2:21][NH:37][CH2:33][CH2:34][CH2:35][CH3:36])[CH:17]=3)[NH:12][N:11]=2)(=[O:8])=[O:9])[CH:2]=[CH:3][CH:4]=[CH:5][CH:6]=1. (3) Given the reactants [H-].[Na+].[CH3:3][N:4]1[CH2:9][CH2:8][CH:7]([OH:10])[CH2:6][CH2:5]1.[Br:11][C:12]1[CH:17]=[CH:16][C:15](F)=[CH:14][C:13]=1[S:19][CH3:20].O, predict the reaction product. The product is: [Br:11][C:12]1[CH:17]=[CH:16][C:15]([O:10][CH:7]2[CH2:8][CH2:9][N:4]([CH3:3])[CH2:5][CH2:6]2)=[CH:14][C:13]=1[S:19][CH3:20]. (4) Given the reactants [F:1][C:2]1[CH:7]=[C:6]([F:8])[CH:5]=[CH:4][C:3]=1[C:9]1[CH:14]=[C:13]([N:15]2[C:19]3=[N:20][CH:21]=[C:22]([C:24]4[N:25]=[N:26][N:27]([CH:29]5[CH2:34][CH2:33][N:32]([CH3:35])[CH2:31][CH2:30]5)[CH:28]=4)[CH:23]=[C:18]3[N:17]=[CH:16]2)[CH:12]=[C:11]([NH:36]C(=O)C)[CH:10]=1, predict the reaction product. The product is: [F:1][C:2]1[CH:7]=[C:6]([F:8])[CH:5]=[CH:4][C:3]=1[C:9]1[CH:14]=[C:13]([N:15]2[C:19]3=[N:20][CH:21]=[C:22]([C:24]4[N:25]=[N:26][N:27]([CH:29]5[CH2:30][CH2:31][N:32]([CH3:35])[CH2:33][CH2:34]5)[CH:28]=4)[CH:23]=[C:18]3[N:17]=[CH:16]2)[CH:12]=[C:11]([NH2:36])[CH:10]=1. (5) Given the reactants [CH3:1][N:2]1[CH:6]=[CH:5][C:4]([NH:7][C:8]2[C:17]3[C:12](=[CH:13][CH:14]=[C:15]([O:18][C:19]4[N:24]=[CH:23][C:22]([OH:25])=[CH:21][CH:20]=4)[CH:16]=3)[N:11]=[CH:10][N:9]=2)=[N:3]1.CS(O[CH2:31][C@H:32]([O:34]C1CCCCO1)[CH3:33])(=O)=O, predict the reaction product. The product is: [CH3:1][N:2]1[CH:6]=[CH:5][C:4]([NH:7][C:8]2[C:17]3[C:12](=[CH:13][CH:14]=[C:15]([O:18][C:19]4[N:24]=[CH:23][C:22]([O:25][CH2:31][C@@H:32]([OH:34])[CH3:33])=[CH:21][CH:20]=4)[CH:16]=3)[N:11]=[CH:10][N:9]=2)=[N:3]1. (6) The product is: [CH3:1][N:2]1[CH2:6][C@@H:5]2[N:7]([C:21]3[C:22]([N+:24]([O-:26])=[O:25])=[CH:23][C:18]([NH:17][C:14]4[N:13]=[C:12]([C:30]5[CH:31]=[N:32][N:33]6[CH:38]=[CH:37][CH:36]=[CH:35][C:34]=56)[C:11]([Cl:10])=[CH:16][N:15]=4)=[C:19]([O:28][CH3:29])[CH:20]=3)[CH2:8][CH2:9][C@@H:4]2[CH2:3]1. Given the reactants [CH3:1][N:2]1[CH2:6][C@@H:5]2[NH:7][CH2:8][CH2:9][C@@H:4]2[CH2:3]1.[Cl:10][C:11]1[C:12]([C:30]2[CH:31]=[N:32][N:33]3[CH:38]=[CH:37][CH:36]=[CH:35][C:34]=23)=[N:13][C:14]([NH:17][C:18]2[CH:23]=[C:22]([N+:24]([O-:26])=[O:25])[C:21](F)=[CH:20][C:19]=2[O:28][CH3:29])=[N:15][CH:16]=1.CCN(C(C)C)C(C)C, predict the reaction product. (7) Given the reactants C([Cl:4])(=O)C.C(O[C:10](=O)[N:11]([C@H:13]([C:15](=[O:47])[NH:16][C@@H:17]([CH:41]1[CH2:46][CH2:45][CH2:44][CH2:43][CH2:42]1)[C:18]([N:20]1[CH2:29][CH2:28][C:27]2[C:22](=[CH:23][CH:24]=[CH:25][CH:26]=2)[C@H:21]1[C:30](=[O:40])[NH:31][C:32]1[C:37]([F:38])=[CH:36][CH:35]=[CH:34][C:33]=1[F:39])=[O:19])[CH3:14])C)(C)(C)C, predict the reaction product. The product is: [ClH:4].[F:39][C:33]1[CH:34]=[CH:35][CH:36]=[C:37]([F:38])[C:32]=1[NH:31][C:30]([C@@H:21]1[C:22]2[C:27](=[CH:26][CH:25]=[CH:24][CH:23]=2)[CH2:28][CH2:29][N:20]1[C:18](=[O:19])[C@H:17]([CH:41]1[CH2:42][CH2:43][CH2:44][CH2:45][CH2:46]1)[NH:16][C:15](=[O:47])[C@@H:13]([NH:11][CH3:10])[CH3:14])=[O:40]. (8) Given the reactants Cl[C:2]1[CH:3]=[C:4]2[C:9](=[CH:10][C:11]=1[NH:12][CH2:13][CH:14]([CH3:16])[CH3:15])[O:8][CH:7]([C:17]([F:20])([F:19])[F:18])[C:6]([C:21]([O:23][CH2:24][CH3:25])=[O:22])=[CH:5]2.[CH3:26]B1OB(C)OB(C)O1.C([O-])([O-])=O.[Cs+].[Cs+].O, predict the reaction product. The product is: [CH2:13]([NH:12][C:11]1[CH:10]=[C:9]2[C:4]([CH:5]=[C:6]([C:21]([O:23][CH2:24][CH3:25])=[O:22])[CH:7]([C:17]([F:20])([F:19])[F:18])[O:8]2)=[CH:3][C:2]=1[CH3:26])[CH:14]([CH3:16])[CH3:15]. (9) Given the reactants O[CH2:2][C:3]1[C:8]([CH3:9])=[CH:7][CH:6]=[CH:5][C:4]=1[N:10]1[C:14](=[O:15])[N:13]([CH3:16])[N:12]=[N:11]1.P(Br)(Br)[Br:18], predict the reaction product. The product is: [Br:18][CH2:2][C:3]1[C:8]([CH3:9])=[CH:7][CH:6]=[CH:5][C:4]=1[N:10]1[C:14](=[O:15])[N:13]([CH3:16])[N:12]=[N:11]1. (10) Given the reactants [C:1]([O:5][C:6](=[O:21])[NH:7][CH2:8][C:9]1[C:18]2[C:13](=[CH:14][CH:15]=[CH:16][CH:17]=2)[C:12](=[O:19])[N:11]([NH2:20])[N:10]=1)([CH3:4])([CH3:3])[CH3:2].[F:22][C:23]([F:35])([F:34])[C:24]1[CH:29]=[CH:28][C:27]([CH2:30][C:31](O)=[O:32])=[CH:26][CH:25]=1, predict the reaction product. The product is: [C:1]([O:5][C:6](=[O:21])[NH:7][CH2:8][C:9]1[C:18]2[C:13](=[CH:14][CH:15]=[CH:16][CH:17]=2)[C:12](=[O:19])[N:11]([NH:20][C:31](=[O:32])[CH2:30][C:27]2[CH:26]=[CH:25][C:24]([C:23]([F:34])([F:22])[F:35])=[CH:29][CH:28]=2)[N:10]=1)([CH3:4])([CH3:2])[CH3:3].